Dataset: NCI-60 drug combinations with 297,098 pairs across 59 cell lines. Task: Regression. Given two drug SMILES strings and cell line genomic features, predict the synergy score measuring deviation from expected non-interaction effect. (1) Drug 1: CCCCC(=O)OCC(=O)C1(CC(C2=C(C1)C(=C3C(=C2O)C(=O)C4=C(C3=O)C=CC=C4OC)O)OC5CC(C(C(O5)C)O)NC(=O)C(F)(F)F)O. Drug 2: CC1C(C(CC(O1)OC2CC(CC3=C2C(=C4C(=C3O)C(=O)C5=CC=CC=C5C4=O)O)(C(=O)C)O)N)O. Cell line: NCI-H322M. Synergy scores: CSS=41.7, Synergy_ZIP=-2.75, Synergy_Bliss=-2.37, Synergy_Loewe=-5.70, Synergy_HSA=-1.64. (2) Drug 1: C1CN1C2=NC(=NC(=N2)N3CC3)N4CC4. Drug 2: CN(CC1=CN=C2C(=N1)C(=NC(=N2)N)N)C3=CC=C(C=C3)C(=O)NC(CCC(=O)O)C(=O)O. Cell line: CCRF-CEM. Synergy scores: CSS=49.9, Synergy_ZIP=-2.90, Synergy_Bliss=-3.61, Synergy_Loewe=-9.88, Synergy_HSA=-3.55. (3) Cell line: OVCAR-5. Drug 2: CC(C)NC(=O)C1=CC=C(C=C1)CNNC.Cl. Synergy scores: CSS=-1.27, Synergy_ZIP=0.207, Synergy_Bliss=-1.24, Synergy_Loewe=-0.866, Synergy_HSA=-1.70. Drug 1: CN1C(=O)N2C=NC(=C2N=N1)C(=O)N. (4) Drug 1: CC1=CC=C(C=C1)C2=CC(=NN2C3=CC=C(C=C3)S(=O)(=O)N)C(F)(F)F. Drug 2: CC12CCC3C(C1CCC2OP(=O)(O)O)CCC4=C3C=CC(=C4)OC(=O)N(CCCl)CCCl.[Na+]. Cell line: K-562. Synergy scores: CSS=2.87, Synergy_ZIP=-0.378, Synergy_Bliss=0.141, Synergy_Loewe=-0.219, Synergy_HSA=-0.965. (5) Drug 1: CC1=CC=C(C=C1)C2=CC(=NN2C3=CC=C(C=C3)S(=O)(=O)N)C(F)(F)F. Drug 2: COC1=NC(=NC2=C1N=CN2C3C(C(C(O3)CO)O)O)N. Cell line: UACC-257. Synergy scores: CSS=-2.31, Synergy_ZIP=2.61, Synergy_Bliss=3.05, Synergy_Loewe=-1.45, Synergy_HSA=-1.15. (6) Drug 1: CN(C)C1=NC(=NC(=N1)N(C)C)N(C)C. Drug 2: C1=CN(C(=O)N=C1N)C2C(C(C(O2)CO)O)O.Cl. Cell line: KM12. Synergy scores: CSS=0.299, Synergy_ZIP=-6.50, Synergy_Bliss=-10.6, Synergy_Loewe=-6.88, Synergy_HSA=-7.13. (7) Drug 2: B(C(CC(C)C)NC(=O)C(CC1=CC=CC=C1)NC(=O)C2=NC=CN=C2)(O)O. Synergy scores: CSS=39.9, Synergy_ZIP=-0.519, Synergy_Bliss=-0.881, Synergy_Loewe=-45.1, Synergy_HSA=0.845. Drug 1: C1CC(CNC1)C2=CC=C(C=C2)N3C=C4C=CC=C(C4=N3)C(=O)N. Cell line: SK-OV-3. (8) Synergy scores: CSS=2.07, Synergy_ZIP=-9.62, Synergy_Bliss=-17.7, Synergy_Loewe=-28.4, Synergy_HSA=-17.2. Cell line: UO-31. Drug 2: C(CCl)NC(=O)N(CCCl)N=O. Drug 1: CS(=O)(=O)C1=CC(=C(C=C1)C(=O)NC2=CC(=C(C=C2)Cl)C3=CC=CC=N3)Cl.